From a dataset of Catalyst prediction with 721,799 reactions and 888 catalyst types from USPTO. Predict which catalyst facilitates the given reaction. (1) Reactant: Cl[C:2]1[CH:7]=[CH:6][C:5]([N+:8]([O-:10])=[O:9])=[CH:4][CH:3]=1.[OH:11][C:12]1[CH:13]=[N:14][CH:15]=[CH:16][CH:17]=1.C(=O)([O-])[O-].[K+].[K+].O. Product: [N:14]1[CH:15]=[CH:16][CH:17]=[C:12]([O:11][C:2]2[CH:7]=[CH:6][C:5]([N+:8]([O-:10])=[O:9])=[CH:4][CH:3]=2)[CH:13]=1. The catalyst class is: 9. (2) Reactant: [Br:1]Br.[S:3]1[CH:7]=[CH:6][C:5]([CH:8]=[O:9])=[C:4]1[CH:10]=[O:11]. Product: [Br:1][C:7]1[S:3][C:4]([CH:10]=[O:11])=[C:5]([CH:8]=[O:9])[CH:6]=1. The catalyst class is: 22. (3) Reactant: C([C:3]1[CH:8]=[CH:7][C:6]([NH:9][CH2:10][C:11]2[CH:16]=[CH:15][CH:14]=[C:13]([S:17]([CH3:25])(=[N:19][C:20]([O:22][CH2:23][CH3:24])=[O:21])=[O:18])[CH:12]=2)=[CH:5][C:4]=1[N:26]=[CH:27][N:28](C)[CH3:29])#N.[NH2:31][C:32]1[S:33][CH:34]=[CH:35][N:36]=1.ClCCl.CO. Product: [CH2:23]([O:22][C:20]([N:19]=[S:17]([CH3:25])([C:13]1[CH:14]=[CH:15][CH:16]=[C:11]([CH2:10][NH:9][C:6]2[CH:5]=[C:4]3[C:3]([C:29]([NH:31][C:32]4[S:33][CH:34]=[CH:35][N:36]=4)=[N:28][CH:27]=[N:26]3)=[CH:8][CH:7]=2)[CH:12]=1)=[O:18])=[O:21])[CH3:24]. The catalyst class is: 5. (4) Reactant: [Cl:1][C:2]1[C:3]2[N:4]([C:8]([CH:11]3[CH2:16][CH2:15][N:14]4[C:17]([C:20]([F:23])([F:22])[F:21])=[N:18][N:19]=[C:13]4[CH2:12]3)=[N:9][CH:10]=2)[CH:5]=[CH:6][N:7]=1.C1C(=O)N([Br:31])C(=O)C1. Product: [Br:31][C:10]1[N:9]=[C:8]([CH:11]2[CH2:16][CH2:15][N:14]3[C:17]([C:20]([F:22])([F:21])[F:23])=[N:18][N:19]=[C:13]3[CH2:12]2)[N:4]2[CH:5]=[CH:6][N:7]=[C:2]([Cl:1])[C:3]=12. The catalyst class is: 3. (5) Reactant: [CH3:1][C:2]([CH3:16])([CH3:15])[C:3]([O:5][C:6]1[CH:14]=[CH:13][CH:12]=[CH:11][C:7]=1[C:8](O)=[O:9])=[O:4].S(Cl)([Cl:19])=O. Product: [CH3:1][C:2]([CH3:16])([CH3:15])[C:3]([O:5][C:6]1[CH:14]=[CH:13][CH:12]=[CH:11][C:7]=1[C:8]([Cl:19])=[O:9])=[O:4]. The catalyst class is: 272. (6) Reactant: [N:1]([C@H:4]1[C@H:9]([OH:10])[CH2:8][CH2:7][N:6](C(OC(C)(C)C)=O)[CH2:5]1)=[N+:2]=[N-:3].[ClH:18].C(OCC)(=O)C. Product: [ClH:18].[N:1]([C@H:4]1[C@H:9]([OH:10])[CH2:8][CH2:7][NH:6][CH2:5]1)=[N+:2]=[N-:3]. The catalyst class is: 13. (7) Reactant: [CH2:1]([O:8][C:9]([NH:11][C:12]1[CH:26]=[CH:25][C:15]([O:16][CH2:17][C:18]([O:20][C:21]([CH3:24])([CH3:23])[CH3:22])=[O:19])=[C:14]([C:27]#[N:28])[CH:13]=1)=[O:10])[C:2]1[CH:7]=[CH:6][CH:5]=[CH:4][CH:3]=1.[H-].[Na+].[CH3:31]I.[Cl-].[NH4+]. Product: [CH2:1]([O:8][C:9]([N:11]([C:12]1[CH:26]=[CH:25][C:15]([O:16][CH2:17][C:18]([O:20][C:21]([CH3:23])([CH3:24])[CH3:22])=[O:19])=[C:14]([C:27]#[N:28])[CH:13]=1)[CH3:31])=[O:10])[C:2]1[CH:7]=[CH:6][CH:5]=[CH:4][CH:3]=1. The catalyst class is: 9.